Task: Regression. Given a peptide amino acid sequence and an MHC pseudo amino acid sequence, predict their binding affinity value. This is MHC class I binding data.. Dataset: Peptide-MHC class I binding affinity with 185,985 pairs from IEDB/IMGT (1) The peptide sequence is QMAGVEVRYI. The MHC is HLA-A02:06 with pseudo-sequence HLA-A02:06. The binding affinity (normalized) is 0.649. (2) The peptide sequence is PSILPSLIK. The MHC is HLA-A33:01 with pseudo-sequence HLA-A33:01. The binding affinity (normalized) is 0. (3) The peptide sequence is VHGMNFTKL. The MHC is HLA-A31:01 with pseudo-sequence HLA-A31:01. The binding affinity (normalized) is 0.0847. (4) The peptide sequence is VMELIRMIKR. The MHC is HLA-A33:01 with pseudo-sequence HLA-A33:01. The binding affinity (normalized) is 0.125. (5) The peptide sequence is LIRILQRAL. The MHC is HLA-A68:02 with pseudo-sequence HLA-A68:02. The binding affinity (normalized) is 0.249.